This data is from CYP1A2 inhibition data for predicting drug metabolism from PubChem BioAssay. The task is: Regression/Classification. Given a drug SMILES string, predict its absorption, distribution, metabolism, or excretion properties. Task type varies by dataset: regression for continuous measurements (e.g., permeability, clearance, half-life) or binary classification for categorical outcomes (e.g., BBB penetration, CYP inhibition). Dataset: cyp1a2_veith. (1) The compound is COc1cc(OC)cc(C(=O)NC(=S)NCCc2ccccc2)c1. The result is 1 (inhibitor). (2) The molecule is CCS(=O)(=O)N1CCC(C(=O)NCc2ccccc2OC)CC1. The result is 1 (inhibitor). (3) The compound is O=C(c1cc(C(F)(F)F)cc(C(F)(F)F)c1)N1CCC[C@@]2(CCN(Cc3ccncc3)C2)C1. The result is 1 (inhibitor). (4) The drug is COc1cccc(-c2nc(NCCc3c[nH]c4ccc(OC)cc34)c3ccccc3n2)c1. The result is 1 (inhibitor). (5) The drug is COc1cccc(Nc2ncc3nc(-c4cn(C)c5ccccc45)c(=O)n(C[C@H]4CCCO4)c3n2)c1. The result is 0 (non-inhibitor).